The task is: Regression. Given two drug SMILES strings and cell line genomic features, predict the synergy score measuring deviation from expected non-interaction effect.. This data is from NCI-60 drug combinations with 297,098 pairs across 59 cell lines. Drug 1: CC(C1=C(C=CC(=C1Cl)F)Cl)OC2=C(N=CC(=C2)C3=CN(N=C3)C4CCNCC4)N. Drug 2: C1=CC(=CC=C1CC(C(=O)O)N)N(CCCl)CCCl.Cl. Cell line: SNB-75. Synergy scores: CSS=4.67, Synergy_ZIP=-0.952, Synergy_Bliss=1.74, Synergy_Loewe=-2.56, Synergy_HSA=-0.940.